From a dataset of Catalyst prediction with 721,799 reactions and 888 catalyst types from USPTO. Predict which catalyst facilitates the given reaction. (1) Reactant: [CH3:1][S:2]([C:5]1[N:10]=[CH:9][C:8]([C:11]2[CH2:16][CH2:15][CH:14]([O:17][CH2:18][CH:19]3[CH2:24][CH2:23][N:22]([C:25]([O:27][C:28]([CH3:31])([CH3:30])[CH3:29])=[O:26])[CH2:21][CH2:20]3)[CH2:13][CH:12]=2)=[CH:7][CH:6]=1)(=[O:4])=[O:3]. Product: [CH3:1][S:2]([C:5]1[N:10]=[CH:9][C:8]([CH:11]2[CH2:16][CH2:15][CH:14]([O:17][CH2:18][CH:19]3[CH2:24][CH2:23][N:22]([C:25]([O:27][C:28]([CH3:31])([CH3:30])[CH3:29])=[O:26])[CH2:21][CH2:20]3)[CH2:13][CH2:12]2)=[CH:7][CH:6]=1)(=[O:3])=[O:4]. The catalyst class is: 50. (2) Reactant: [S:1]1[CH:5]=[C:4]([C:6]([OH:8])=O)[N:3]=[CH:2]1.CCN(C(C)C)C(C)C.CN(C(ON1N=NC2C=CC=NC1=2)=[N+](C)C)C.F[P-](F)(F)(F)(F)F.[NH2:42][C:43]1[CH:48]=[CH:47][C:46]([B:49]([OH:51])[OH:50])=[CH:45][CH:44]=1. Product: [S:1]1[CH:5]=[C:4]([C:6]([NH:42][C:43]2[CH:48]=[CH:47][C:46]([B:49]([OH:51])[OH:50])=[CH:45][CH:44]=2)=[O:8])[N:3]=[CH:2]1. The catalyst class is: 3. (3) Reactant: [NH2:1][C:2]1[C:3]2[C:10]([C:11]3[CH:16]=[CH:15][CH:14]=[C:13]([O:17][CH2:18][C:19]45[O:25][CH:22]([CH2:23][CH2:24]4)[CH2:21][CH2:20]5)[CH:12]=3)=[CH:9][N:8]([CH:26]3[CH2:29][C:28]([CH2:31]OS(C4C=CC(C)=CC=4)(=O)=O)([OH:30])[CH2:27]3)[C:4]=2[N:5]=[CH:6][N:7]=1.[OH:43][CH:44]1[CH2:49][CH2:48][NH:47][CH2:46][CH2:45]1.C(N(CC)CC)C. Product: [NH2:1][C:2]1[C:3]2[C:10]([C:11]3[CH:16]=[CH:15][CH:14]=[C:13]([O:17][CH2:18][C:19]45[O:25][CH:22]([CH2:23][CH2:24]4)[CH2:21][CH2:20]5)[CH:12]=3)=[CH:9][N:8]([CH:26]3[CH2:27][C:28]([CH2:31][N:47]4[CH2:48][CH2:49][CH:44]([OH:43])[CH2:45][CH2:46]4)([OH:30])[CH2:29]3)[C:4]=2[N:5]=[CH:6][N:7]=1. The catalyst class is: 39. (4) Reactant: [CH3:1][O:2][C:3]1[CH:8]=[CH:7][CH:6]=[CH:5][C:4]=1[N:9]1[CH2:14][CH2:13][N:12]([CH2:15][C@H:16]([NH2:24])[CH2:17][C:18]2[CH:19]=[N:20][CH:21]=[CH:22][CH:23]=2)[CH2:11][CH2:10]1.C(N(CC)CC)C.[CH3:32][C:33]1([C:39](Cl)=[O:40])[CH2:38][CH2:37][CH2:36][CH2:35][CH2:34]1. Product: [CH3:1][O:2][C:3]1[CH:8]=[CH:7][CH:6]=[CH:5][C:4]=1[N:9]1[CH2:14][CH2:13][N:12]([CH2:15][C@H:16]([NH:24][C:39]([C:33]2([CH3:32])[CH2:38][CH2:37][CH2:36][CH2:35][CH2:34]2)=[O:40])[CH2:17][C:18]2[CH:19]=[N:20][CH:21]=[CH:22][CH:23]=2)[CH2:11][CH2:10]1. The catalyst class is: 4. (5) Reactant: [C:1]([CH2:3][C:4]([N:6]1[CH2:10][CH2:9][CH2:8][C@@H:7]1[CH2:11][N:12]1[C:16]2[CH:17]=[C:18]([CH2:21][OH:22])[CH:19]=[CH:20][C:15]=2[N:14]=[C:13]1[NH:23][C:24]([C:26]1[S:27][C:28]([CH:31]([F:33])[F:32])=[CH:29][CH:30]=1)=[O:25])=[O:5])#[N:2].C(CC(N1CCC[C@@H]1CN1C2C=CC(CO)=CC=2N=C1NC(C1SC(C(F)F)=CC=1)=O)=O)#N.FC1C=C(C=CC=1[N+]([O-])=O)C(OC)=O.CC(OI1(OC(C)=O)(OC(C)=O)OC(=O)C2C=CC=CC1=2)=O. Product: [C:1]([CH2:3][C:4]([N:6]1[CH2:10][CH2:9][CH2:8][C@@H:7]1[CH2:11][N:12]1[C:16]2[CH:17]=[C:18]([CH:21]=[O:22])[CH:19]=[CH:20][C:15]=2[N:14]=[C:13]1[NH:23][C:24]([C:26]1[S:27][C:28]([CH:31]([F:32])[F:33])=[CH:29][CH:30]=1)=[O:25])=[O:5])#[N:2]. The catalyst class is: 2. (6) Reactant: [Cl:1][C:2]1[CH:3]=[C:4]([CH:25]=[CH:26][C:27]=1[F:28])[CH2:5][N:6]1[CH2:15][CH2:14][C:13]2[C:8](=[C:9]([O:22][CH3:23])[C:10](=[O:21])[N:11]([CH3:20])[C:12]=2[C:16]([O:18]C)=[O:17])[C:7]1=[O:24].[Li+].[OH-].Cl. Product: [Cl:1][C:2]1[CH:3]=[C:4]([CH:25]=[CH:26][C:27]=1[F:28])[CH2:5][N:6]1[CH2:15][CH2:14][C:13]2[C:8](=[C:9]([O:22][CH3:23])[C:10](=[O:21])[N:11]([CH3:20])[C:12]=2[C:16]([OH:18])=[O:17])[C:7]1=[O:24]. The catalyst class is: 87.